Dataset: Full USPTO retrosynthesis dataset with 1.9M reactions from patents (1976-2016). Task: Predict the reactants needed to synthesize the given product. (1) Given the product [OH:16][CH2:17][CH2:18][CH2:19][CH2:20][NH:21][C:13]([N:10]1[CH2:11][CH:12]=[C:7]([C:1]2[CH:6]=[CH:5][CH:4]=[CH:3][CH:2]=2)[CH2:8][CH2:9]1)=[O:14], predict the reactants needed to synthesize it. The reactants are: [C:1]1([C:7]2[CH2:8][CH2:9][N:10]([C:13](Cl)=[O:14])[CH2:11][CH:12]=2)[CH:6]=[CH:5][CH:4]=[CH:3][CH:2]=1.[OH:16][CH2:17][CH2:18][CH2:19][CH2:20][NH:21]C(=O)C1C=CC=CC=1. (2) The reactants are: N#N.[F:3][C:4]1[CH:5]=[C:6]([CH:9]=[CH:10][C:11]=1[NH:12][CH:13]([CH2:16][OH:17])[CH2:14][CH3:15])[C:7]#[N:8].C1(C)C=CC(S(O)(=O)=O)=CC=1.C(O[CH:32](O)[C:33]([F:36])([F:35])[F:34])C. Given the product [CH2:14]([CH:13]1[CH2:16][O:17][CH:32]([C:33]([F:36])([F:35])[F:34])[N:12]1[C:11]1[CH:10]=[CH:9][C:6]([C:7]#[N:8])=[CH:5][C:4]=1[F:3])[CH3:15], predict the reactants needed to synthesize it.